This data is from Reaction yield outcomes from USPTO patents with 853,638 reactions. The task is: Predict the reaction yield, written as a fraction of the theoretical maximum amount of product (1.0 means a 100% yield; for example, 0.34 means a 34% yield). (1) The reactants are C(=O)(O)[O-].[Na+].[C:14](O[C:14]([O:16][C:17]([CH3:20])([CH3:19])[CH3:18])=[O:15])([O:16][C:17]([CH3:20])([CH3:19])[CH3:18])=[O:15].Br.[Br:22][CH2:23][CH2:24][NH2:25]. The catalyst is O.ClCCl. The product is [Br:22][CH2:23][CH2:24][NH:25][C:14](=[O:15])[O:16][C:17]([CH3:18])([CH3:19])[CH3:20]. The yield is 0.720. (2) The reactants are [CH2:1]([C:3]1[CH:4]=[N:5][C:6]([N:9]2[CH:13]=[C:12]([CH2:14][CH2:15][CH2:16][OH:17])[C:11]([CH:18]([CH3:20])[CH3:19])=[N:10]2)=[N:7][CH:8]=1)[CH3:2].O[C:22]1[C:27]([O:28][CH3:29])=[CH:26][CH:25]=[CH:24][C:23]=1[CH2:30][C:31]([O:33]C)=[O:32].C(P(CCCC)CCCC)CCC.N(C(N1CCCCC1)=O)=NC(N1CCCCC1)=O. The catalyst is O1CCCC1. The product is [CH2:1]([C:3]1[CH:4]=[N:5][C:6]([N:9]2[CH:13]=[C:12]([CH2:14][CH2:15][CH2:16][O:17][C:22]3[C:27]([O:28][CH3:29])=[CH:26][CH:25]=[CH:24][C:23]=3[CH2:30][C:31]([OH:33])=[O:32])[C:11]([CH:18]([CH3:19])[CH3:20])=[N:10]2)=[N:7][CH:8]=1)[CH3:2]. The yield is 0.680.